From a dataset of Forward reaction prediction with 1.9M reactions from USPTO patents (1976-2016). Predict the product of the given reaction. Given the reactants P(Cl)(Cl)([Cl:3])=O.CN([CH:9]=[O:10])C.[CH3:11][C:12](=O)[C:13]([CH3:16])([CH3:15])[CH3:14].N, predict the reaction product. The product is: [Cl:3][C:12]([C:13]([CH3:16])([CH3:15])[CH3:14])=[CH:11][CH:9]=[O:10].